From a dataset of Full USPTO retrosynthesis dataset with 1.9M reactions from patents (1976-2016). Predict the reactants needed to synthesize the given product. (1) Given the product [CH2:57]([O:56][P:52](/[CH:43]=[CH:1]/[C:3]1[C:4]([O:14][CH2:15][C:16]2[CH:40]=[CH:39][C:19]([O:20][CH2:21][C:22]3[N:23]=[C:24]([C:28]4[CH:29]=[C:30]([CH:36]=[CH:37][CH:38]=4)[O:31][CH2:32][C:33]([O:35][CH3:60])=[O:34])[O:25][C:26]=3[CH3:27])=[C:18]([O:41][CH3:42])[CH:17]=2)=[N:5][N:6]([C:8]2[CH:13]=[CH:12][CH:11]=[CH:10][CH:9]=2)[CH:7]=1)([O:53][CH2:54][CH3:55])=[O:59])[CH3:58], predict the reactants needed to synthesize it. The reactants are: [CH:1]([C:3]1[C:4]([O:14][CH2:15][C:16]2[CH:40]=[CH:39][C:19]([O:20][CH2:21][C:22]3[N:23]=[C:24]([C:28]4[CH:29]=[C:30]([CH:36]=[CH:37][CH:38]=4)[O:31][CH2:32][C:33]([O-:35])=[O:34])[O:25][C:26]=3[CH3:27])=[C:18]([O:41][CH3:42])[CH:17]=2)=[N:5][N:6]([C:8]2[CH:13]=[CH:12][CH:11]=[CH:10][CH:9]=2)[CH:7]=1)=O.[CH2:43]([P:52](=[O:59])([O:56][CH2:57][CH3:58])[O:53][CH2:54][CH3:55])P(=O)(OCC)OCC.[CH3:60]N(C)C=O.[H-].[Na+]. (2) Given the product [F:21][C:18]1[CH:19]=[CH:20][C:15]([CH2:14][CH2:13][N:10]([C:7]2[CH:8]=[CH:9][C:4]([F:3])=[CH:5][CH:6]=2)[NH2:11])=[CH:16][CH:17]=1, predict the reactants needed to synthesize it. The reactants are: [NH2-].[Na+].[F:3][C:4]1[CH:9]=[CH:8][C:7]([NH:10][NH2:11])=[CH:6][CH:5]=1.Br[CH2:13][CH2:14][C:15]1[CH:20]=[CH:19][C:18]([F:21])=[CH:17][CH:16]=1. (3) Given the product [C:9]1([NH2:24])[C:10]([N+:11]([O-:13])=[O:12])=[C:2]([NH2:1])[C:3]([N+:16]([O-:18])=[O:17])=[C:4]([NH2:15])[C:5]=1[N+:6]([O-:8])=[O:7], predict the reactants needed to synthesize it. The reactants are: [NH2:1][C:2]1[C:10]([N+:11]([O-:13])=[O:12])=[C:9](O)[C:5]([N+:6]([O-:8])=[O:7])=[C:4]([NH2:15])[C:3]=1[N+:16]([O-:18])=[O:17].P([O-])([O-])(O)=O.[NH4+:24].[NH4+].O. (4) Given the product [Cl:13][C:14]1[CH:15]=[C:16]([O:9][CH:6]2[CH2:7][CH2:8][N:2]([CH3:1])[CH2:3][C:4]3[O:12][CH:11]=[CH:10][C:5]2=3)[CH:17]=[CH:18][C:19]=1[Cl:20], predict the reactants needed to synthesize it. The reactants are: [CH3:1][N:2]1[CH2:8][CH2:7][CH:6]([OH:9])[C:5]2[CH:10]=[CH:11][O:12][C:4]=2[CH2:3]1.[Cl:13][C:14]1[CH:15]=[C:16](F)[CH:17]=[CH:18][C:19]=1[Cl:20].